From a dataset of Ames mutagenicity test results for genotoxicity prediction. Regression/Classification. Given a drug SMILES string, predict its toxicity properties. Task type varies by dataset: regression for continuous values (e.g., LD50, hERG inhibition percentage) or binary classification for toxic/non-toxic outcomes (e.g., AMES mutagenicity, cardiotoxicity, hepatotoxicity). Dataset: ames. (1) The molecule is Cc1ccc(C(=O)c2cc(O)c(O)c([N+](=O)[O-])c2)cc1. The result is 0 (non-mutagenic). (2) The compound is O=C(O)Cc1ccc(O)c(O)c1. The result is 1 (mutagenic). (3) The compound is C#CC1(OC(C)=O)CCC2C3CCC4=CC(=O)CCC4(C)C3CCC21C. The result is 0 (non-mutagenic). (4) The compound is CCc1nc2ccc(NC)c(C)c2nc1CC. The result is 1 (mutagenic). (5) The result is 1 (mutagenic). The compound is CC1(C2CO2)CO1. (6) The result is 1 (mutagenic). The drug is CCCN(N=O)C(N)=O. (7) The compound is C1=CC2c3ccccc3OC2O1. The result is 1 (mutagenic). (8) The compound is N=C(N)NNc1ccc(N=NC(N)=S)cc1. The result is 1 (mutagenic). (9) The drug is CN(C)c1ccc(C2CC3(C)C(CCC3(O)/C=C/CO)C3CCC4=CC(=O)CCC4=C23)cc1. The result is 0 (non-mutagenic).